Dataset: Forward reaction prediction with 1.9M reactions from USPTO patents (1976-2016). Task: Predict the product of the given reaction. (1) Given the reactants [NH2:1][CH:2]1[CH2:7][CH2:6][N:5]([CH2:8][CH2:9][N:10]2[C:15]3[CH:16]=[C:17]([Cl:20])[CH:18]=[CH:19][C:14]=3[N+:13]([O-:21])=[N:12][C:11]2=[O:22])[CH2:4][CH2:3]1.[O:23]=[C:24]1[CH2:29][O:28][C:27]2[CH:30]=[CH:31][C:32]([CH:34]=O)=[N:33][C:26]=2[NH:25]1.C(O[BH3-])(=O)C.[Na+].CO, predict the reaction product. The product is: [Cl:20][C:17]1[CH:18]=[CH:19][C:14]2[N+:13]([O-:21])=[N:12][C:11](=[O:22])[N:10]([CH2:9][CH2:8][N:5]3[CH2:4][CH2:3][CH:2]([NH:1][CH2:34][C:32]4[CH:31]=[CH:30][C:27]5[O:28][CH2:29][C:24](=[O:23])[NH:25][C:26]=5[N:33]=4)[CH2:7][CH2:6]3)[C:15]=2[CH:16]=1. (2) Given the reactants C([O:3][C:4](=[O:16])[CH2:5][CH2:6][CH2:7][O:8][C:9]1[CH:14]=[CH:13][CH:12]=[C:11]([Br:15])[CH:10]=1)C.[OH-].[K+], predict the reaction product. The product is: [Br:15][C:11]1[CH:10]=[C:9]([CH:14]=[CH:13][CH:12]=1)[O:8][CH2:7][CH2:6][CH2:5][C:4]([OH:16])=[O:3].